Predict the reaction yield, written as a fraction of the theoretical maximum amount of product (1.0 means a 100% yield; for example, 0.34 means a 34% yield). From a dataset of Reaction yield outcomes from USPTO patents with 853,638 reactions. (1) The reactants are [N:1]1[CH:6]=[CH:5][CH:4]=[CH:3][C:2]=1[CH2:7][CH2:8]O.P(Br)(Br)[Br:11].C(=O)(O)[O-]. The catalyst is C(OCC)C. The product is [Br:11][CH2:8][CH2:7][C:2]1[CH:3]=[CH:4][CH:5]=[CH:6][N:1]=1. The yield is 0.580. (2) The reactants are [F:1][C:2]1[CH:7]=[CH:6][C:5]([N:8]2[C:12]([CH2:13][O:14][C:15]3[CH:23]=[CH:22][C:18]([C:19]([OH:21])=O)=[CH:17][N:16]=3)=[C:11]([CH3:24])[N:10]=[N:9]2)=[CH:4][CH:3]=1.[NH2:25][C:26]([CH3:30])([CH3:29])[CH2:27][OH:28]. No catalyst specified. The product is [F:1][C:2]1[CH:3]=[CH:4][C:5]([N:8]2[C:12]([CH2:13][O:14][C:15]3[CH:23]=[CH:22][C:18]([C:19]([NH:25][C:26]([CH3:30])([CH3:29])[CH2:27][OH:28])=[O:21])=[CH:17][N:16]=3)=[C:11]([CH3:24])[N:10]=[N:9]2)=[CH:6][CH:7]=1. The yield is 0.940.